Dataset: Catalyst prediction with 721,799 reactions and 888 catalyst types from USPTO. Task: Predict which catalyst facilitates the given reaction. (1) The catalyst class is: 13. Product: [Cl:25][C:26]1[CH:27]=[CH:28][C:29]([C:30]2[CH:31]=[CH:32][C:33]([CH2:37][CH3:38])=[C:34]([CH:2]3[C:1](=[O:12])[CH:9]4[CH:4]([CH:5]5[CH2:10][CH:8]4[CH2:7][CH2:6]5)[C:3]3=[O:11])[CH:35]=2)=[CH:39][CH:40]=1. Reactant: [C:1]1(=[O:12])[CH:9]2[CH:4]([CH:5]3[CH2:10][CH:8]2[CH2:7][CH2:6]3)[C:3](=[O:11])[CH2:2]1.C([O-])(=O)C.C([O-])(=O)C.C([O-])(=O)C.[Cl:25][C:26]1[CH:40]=[CH:39][C:29]([C:30]2[CH:31]=[CH:32][C:33]([CH2:37][CH3:38])=[C:34]([Pb+3])[CH:35]=2)=[CH:28][CH:27]=1.C(Cl)(Cl)Cl. (2) Reactant: [Cl:1][C:2]1[CH:7]=[CH:6][CH:5]=[CH:4][C:3]=1/[CH:8]=[CH:9]/[C:10]([OH:12])=O.C(N(CC)CC)C.C1C=CC(P([N:34]=[N+:35]=[N-:36])(C2C=CC=CC=2)=O)=CC=1. Product: [Cl:1][C:2]1[CH:7]=[CH:6][CH:5]=[CH:4][C:3]=1/[CH:8]=[CH:9]/[C:10]([N:34]=[N+:35]=[N-:36])=[O:12]. The catalyst class is: 48. (3) Reactant: Cl[C:2]1[C:3](=[O:16])[NH:4][C:5]2[C:10]([N:11]=1)=[CH:9][C:8]([C:12]([O:14][CH3:15])=[O:13])=[CH:7][CH:6]=2.CCN(C(C)C)C(C)C.[CH3:26][NH:27][C@H:28]([C:30]1[CH:35]=[CH:34][CH:33]=[CH:32][CH:31]=1)[CH3:29]. Product: [CH3:26][N:27]([C@H:28]([C:30]1[CH:35]=[CH:34][CH:33]=[CH:32][CH:31]=1)[CH3:29])[C:2]1[C:3](=[O:16])[NH:4][C:5]2[C:10]([N:11]=1)=[CH:9][C:8]([C:12]([O:14][CH3:15])=[O:13])=[CH:7][CH:6]=2. The catalyst class is: 16. (4) Reactant: [CH3:1][N:2]1[C:7](=S)[CH2:6][CH2:5][C:4]([N+:15]([O-:17])=[O:16])([C:9]2[CH:14]=[CH:13][N:12]=[CH:11][CH:10]=2)[CH2:3]1.[BH4-].[Na+].O. Product: [CH3:1][N:2]1[CH2:7][CH2:6][CH2:5][C:4]([N+:15]([O-:17])=[O:16])([C:9]2[CH:10]=[CH:11][N:12]=[CH:13][CH:14]=2)[CH2:3]1. The catalyst class is: 5. (5) Reactant: [CH3:1][O:2][C:3]([C:5]1[S:6][C:7]([C:27]2[CH:32]=[CH:31][CH:30]=[CH:29][CH:28]=2)=[CH:8][C:9]=1[N:10]([CH:20]1[CH2:25][CH2:24][CH:23]([OH:26])[CH2:22][CH2:21]1)[C:11]([CH:13]1[CH2:18][CH2:17][CH:16]([CH3:19])[CH2:15][CH2:14]1)=[O:12])=[O:4].[N+:33]([C:36]1[CH:44]=[CH:43][C:39]([C:40](O)=[O:41])=[CH:38][CH:37]=1)([O-:35])=[O:34].C1(P(C2C=CC=CC=2)C2C=CC=CC=2)C=CC=CC=1.N(C(OCC)=O)=NC(OCC)=O. Product: [CH3:1][O:2][C:3]([C:5]1[S:6][C:7]([C:27]2[CH:28]=[CH:29][CH:30]=[CH:31][CH:32]=2)=[CH:8][C:9]=1[N:10]([C:11]([CH:13]1[CH2:18][CH2:17][CH:16]([CH3:19])[CH2:15][CH2:14]1)=[O:12])[CH:20]1[CH2:25][CH2:24][CH:23]([O:26][C:40](=[O:41])[C:39]2[CH:38]=[CH:37][C:36]([N+:33]([O-:35])=[O:34])=[CH:44][CH:43]=2)[CH2:22][CH2:21]1)=[O:4]. The catalyst class is: 48. (6) Reactant: [C:1]1(=[O:6])[CH2:5][CH2:4][CH2:3][CH2:2]1.C([O-])([O-])=O.[Na+].[Na+].[F:13][C:14]([F:27])([F:26])[S:15](O[S:15]([C:14]([F:27])([F:26])[F:13])(=[O:17])=[O:16])(=[O:17])=[O:16]. Product: [F:13][C:14]([F:27])([F:26])[S:15]([O:6][C:1]1[CH2:5][CH2:4][CH2:3][CH:2]=1)(=[O:17])=[O:16]. The catalyst class is: 2. (7) Reactant: [NH2:1][C:2]1[N:3]=[C:4]([NH:18][C:19]2[CH:24]=[CH:23][CH:22]=[CH:21][CH:20]=2)[S:5][C:6]=1[C:7]([C:9]1[CH:14]=[CH:13][CH:12]=[C:11]([N+:15]([O-])=O)[CH:10]=1)=[O:8]. Product: [NH2:15][C:11]1[CH:10]=[C:9]([C:7]([C:6]2[S:5][C:4]([NH:18][C:19]3[CH:20]=[CH:21][CH:22]=[CH:23][CH:24]=3)=[N:3][C:2]=2[NH2:1])=[O:8])[CH:14]=[CH:13][CH:12]=1. The catalyst class is: 354. (8) Reactant: [Cl:1][C:2]1[CH:3]=[C:4]2[C:9](=[CH:10][C:11]=1[O:12][C:13]1[CH:18]=[CH:17][C:16]([C:19](=[O:30])[NH:20][CH2:21][CH2:22][C:23]3[CH:28]=[CH:27][C:26]([Cl:29])=[CH:25][CH:24]=3)=[CH:15][C:14]=1[CH3:31])[O:8][CH2:7][CH2:6][CH:5]2[C:32]([O:34]CC)=[O:33].[OH-].[Na+]. Product: [Cl:1][C:2]1[CH:3]=[C:4]2[C:9](=[CH:10][C:11]=1[O:12][C:13]1[CH:18]=[CH:17][C:16]([C:19](=[O:30])[NH:20][CH2:21][CH2:22][C:23]3[CH:24]=[CH:25][C:26]([Cl:29])=[CH:27][CH:28]=3)=[CH:15][C:14]=1[CH3:31])[O:8][CH2:7][CH2:6][CH:5]2[C:32]([OH:34])=[O:33]. The catalyst class is: 219.